This data is from Full USPTO retrosynthesis dataset with 1.9M reactions from patents (1976-2016). The task is: Predict the reactants needed to synthesize the given product. (1) Given the product [C:16]([O:20][C:21]([N:6]1[CH2:7][CH2:8][CH:3]([CH2:2][OH:1])[CH2:4][CH2:5]1)=[O:22])([CH3:19])([CH3:18])[CH3:17], predict the reactants needed to synthesize it. The reactants are: [OH:1][CH2:2][CH:3]1[CH2:8][CH2:7][NH:6][CH2:5][CH2:4]1.C(N(CC)CC)C.[C:16]([O:20][C:21](O[C:21]([O:20][C:16]([CH3:19])([CH3:18])[CH3:17])=[O:22])=[O:22])([CH3:19])([CH3:18])[CH3:17]. (2) Given the product [CH2:29]([O:36][C:37]([N:39]1[CH2:43][CH2:42][C@H:41]([NH:44][C:45]([C@@H:47]2[CH2:52][CH2:51][C@@H:50]3[CH2:49][N:48]2[C:7](=[O:8])[N:53]3[O:54][CH2:55][C:56]2[CH:61]=[CH:60][CH:59]=[CH:58][CH:57]=2)=[O:46])[CH2:40]1)=[O:38])[C:30]1[CH:35]=[CH:34][CH:33]=[CH:32][CH:31]=1, predict the reactants needed to synthesize it. The reactants are: C1(C)C=CC([C:7]([C@@](C(O)=O)(O)[C@@](C(C2C=CC(C)=CC=2)=O)(O)C(O)=O)=[O:8])=CC=1.[CH2:29]([O:36][C:37]([N:39]1[CH2:43][CH2:42][C@H:41]([NH:44][C:45]([C@@H:47]2[CH2:52][CH2:51][C@@H:50]([NH:53][O:54][CH2:55][C:56]3[CH:61]=[CH:60][CH:59]=[CH:58][CH:57]=3)[CH2:49][NH:48]2)=[O:46])[CH2:40]1)=[O:38])[C:30]1[CH:35]=[CH:34][CH:33]=[CH:32][CH:31]=1.C(=O)(O)[O-].[Na+].CCN(C(C)C)C(C)C.ClC(Cl)(OC(=O)OC(Cl)(Cl)Cl)Cl.OP(O)(O)=O. (3) Given the product [CH2:1]([CH:8]1[O:13][CH2:12][CH2:11][N:10]([CH2:14][C:15]2[CH:20]=[CH:19][C:18]([C:25]3[CH:26]=[CH:27][CH:28]=[CH:29][C:24]=3[C:23]([F:34])([F:33])[F:22])=[CH:17][CH:16]=2)[CH2:9]1)[C:2]1[CH:7]=[CH:6][CH:5]=[CH:4][CH:3]=1, predict the reactants needed to synthesize it. The reactants are: [CH2:1]([CH:8]1[O:13][CH2:12][CH2:11][N:10]([CH2:14][C:15]2[CH:20]=[CH:19][C:18](Br)=[CH:17][CH:16]=2)[CH2:9]1)[C:2]1[CH:7]=[CH:6][CH:5]=[CH:4][CH:3]=1.[F:22][C:23]([F:34])([F:33])[C:24]1[CH:29]=[CH:28][CH:27]=[CH:26][C:25]=1B(O)O.C(=O)([O-])[O-].[Na+].[Na+].C1(C)C=CC=CC=1. (4) Given the product [C:53]([C:50]1[CH:49]=[CH:48][C:47]([C:27]2[C:26]3[C:30](=[CH:31][CH:32]=[C:24]([NH:23][C:20]([CH:17]4[CH2:19][CH2:18]4)=[O:21])[CH:25]=3)[N:29]([CH2:33][C:34]3[CH:39]=[CH:38][CH:37]=[C:36]([O:40][CH3:41])[CH:35]=3)[C:28]=2[C:42]([O:44][CH3:45])=[O:43])=[CH:52][CH:51]=1)([CH3:56])([CH3:54])[CH3:55], predict the reactants needed to synthesize it. The reactants are: C(N(CC)CC)C.CN(C1C=CC=CN=1)C.[CH:17]1([C:20](Cl)=[O:21])[CH2:19][CH2:18]1.[NH2:23][C:24]1[CH:25]=[C:26]2[C:30](=[CH:31][CH:32]=1)[N:29]([CH2:33][C:34]1[CH:39]=[CH:38][CH:37]=[C:36]([O:40][CH3:41])[CH:35]=1)[C:28]([C:42]([O:44][CH2:45]C)=[O:43])=[C:27]2[C:47]1[CH:52]=[CH:51][C:50]([C:53]([CH3:56])([CH3:55])[CH3:54])=[CH:49][CH:48]=1. (5) Given the product [CH:1]1([N:6]2[CH2:12][C:11]([F:13])([F:14])[C:10](=[O:15])[N:9]([CH3:16])[C:8]3[CH:17]=[N:18][C:19]([NH:21][C:22]4[CH:30]=[CH:29][C:25]([C:26]([N:64]5[CH2:65][CH2:66][N:61]([CH2:60][CH:57]6[CH2:59][CH2:58]6)[CH2:62][CH2:63]5)=[O:27])=[CH:24][C:23]=4[O:31][CH3:32])=[N:20][C:7]2=3)[CH2:5][CH2:4][CH2:3][CH2:2]1, predict the reactants needed to synthesize it. The reactants are: [CH:1]1([N:6]2[CH2:12][C:11]([F:14])([F:13])[C:10](=[O:15])[N:9]([CH3:16])[C:8]3[CH:17]=[N:18][C:19]([NH:21][C:22]4[CH:30]=[CH:29][C:25]([C:26](O)=[O:27])=[CH:24][C:23]=4[O:31][CH3:32])=[N:20][C:7]2=3)[CH2:5][CH2:4][CH2:3][CH2:2]1.CN(C(ON1N=NC2C=CC=NC1=2)=[N+](C)C)C.F[P-](F)(F)(F)(F)F.[CH:57]1([CH2:60][N:61]2[CH2:66][CH2:65][NH:64][CH2:63][CH2:62]2)[CH2:59][CH2:58]1. (6) Given the product [Cl:15][C:16]1[CH:17]=[C:18]([CH:21]=[CH:22][C:23]=1[C:24]([F:25])([F:26])[F:27])[CH2:19][NH:20][C:10]([C:9]1[CH:8]=[CH:7][C:6]([S:2]([Cl:30])(=[O:4])=[O:5])=[CH:14][CH:13]=1)=[O:12], predict the reactants needed to synthesize it. The reactants are: [K+].[S:2]([C:6]1[CH:14]=[CH:13][C:9]([C:10]([O-:12])=O)=[CH:8][CH:7]=1)([OH:5])(=[O:4])=O.[Cl:15][C:16]1[CH:17]=[C:18]([CH:21]=[CH:22][C:23]=1[C:24]([F:27])([F:26])[F:25])[CH2:19][NH2:20].S(Cl)([Cl:30])=O.